This data is from Catalyst prediction with 721,799 reactions and 888 catalyst types from USPTO. The task is: Predict which catalyst facilitates the given reaction. (1) Reactant: [O:1]1C2(CCCCC2)[O:4][CH2:3][C@@H:2]1[C:11]1[N:15]=[C:14]([N:16]2[CH2:21][CH2:20][CH:19]([N:22]3[CH2:26][CH2:25][C@H:24]([NH:27][C:28]4[CH:33]=[CH:32][C:31]([S:34]([CH3:37])(=[O:36])=[O:35])=[CH:30][C:29]=4[F:38])[C:23]3=[O:39])[CH2:18][CH2:17]2)[S:13][N:12]=1.O.Cl. The catalyst class is: 8. Product: [OH:1][C@@H:2]([C:11]1[N:15]=[C:14]([N:16]2[CH2:21][CH2:20][CH:19]([N:22]3[CH2:26][CH2:25][C@H:24]([NH:27][C:28]4[CH:33]=[CH:32][C:31]([S:34]([CH3:37])(=[O:36])=[O:35])=[CH:30][C:29]=4[F:38])[C:23]3=[O:39])[CH2:18][CH2:17]2)[S:13][N:12]=1)[CH2:3][OH:4]. (2) Reactant: Cl.[NH2:2][CH2:3][C:4]1[CH:5]=[CH:6][C:7]([C:10]([O:12][CH3:13])=[O:11])=[N:8][CH:9]=1.[F:14][C:15]1[CH:20]=[CH:19][C:18]([S:21](Cl)(=[O:23])=[O:22])=[CH:17][CH:16]=1.C(N(CC)CC)C. Product: [F:14][C:15]1[CH:20]=[CH:19][C:18]([S:21]([NH:2][CH2:3][C:4]2[CH:5]=[CH:6][C:7]([C:10]([O:12][CH3:13])=[O:11])=[N:8][CH:9]=2)(=[O:23])=[O:22])=[CH:17][CH:16]=1. The catalyst class is: 46. (3) Reactant: [OH:1][CH2:2][C:3]1([NH:6][CH:7]=[C:8]([C:14](=[O:25])[C:15]2[CH:20]=[C:19](F)[C:18]([F:22])=[C:17]([F:23])[C:16]=2F)[C:9]([O:11][CH2:12][CH3:13])=[O:10])[CH2:5][CH2:4]1.C([O-])([O-])=O.[K+].[K+].CN(C=O)C. Product: [F:23][C:17]1[CH:16]=[C:15]2[C:20]3=[C:19]([O:1][CH2:2][C:3]4([CH2:5][CH2:4]4)[N:6]3[CH:7]=[C:8]([C:9]([O:11][CH2:12][CH3:13])=[O:10])[C:14]2=[O:25])[C:18]=1[F:22]. The catalyst class is: 413. (4) Reactant: [Br:1][C:2]1[C:7]2[C:8]3[NH:9][CH:10]([C:16]4[N:17]=[C:18]([CH:21]([CH3:23])[CH3:22])[S:19][CH:20]=4)[CH2:11][C:12](=[O:15])[C:13]=3[O:14][C:6]=2[CH:5]=[CH:4][C:3]=1[O:24][CH3:25].O. Product: [OH:15][C:12]1[CH:11]=[C:10]([C:16]2[N:17]=[C:18]([CH:21]([CH3:23])[CH3:22])[S:19][CH:20]=2)[N:9]=[C:8]2[C:7]3[C:2]([Br:1])=[C:3]([O:24][CH3:25])[CH:4]=[CH:5][C:6]=3[O:14][C:13]=12. The catalyst class is: 12. (5) Reactant: [C:1]([N:8]1[CH2:16][C@H:15]([OH:17])[C@@H:14]([CH3:18])[C@H:9]1[C:10]([O:12]C)=[O:11])([O:3][C:4]([CH3:7])([CH3:6])[CH3:5])=[O:2].[OH-].[Li+]. Product: [C:1]([N:8]1[CH2:16][C@H:15]([OH:17])[C@@H:14]([CH3:18])[C@H:9]1[C:10]([OH:12])=[O:11])([O:3][C:4]([CH3:7])([CH3:6])[CH3:5])=[O:2]. The catalyst class is: 20. (6) Reactant: C(OC(=O)[NH:7][C@H:8]1[CH2:13][CH2:12][C@H:11]([N:14]2[CH2:19][CH2:18][O:17][CH2:16][CH2:15]2)[CH2:10][CH2:9]1)(C)(C)C.[ClH:21]. Product: [ClH:21].[ClH:21].[O:17]1[CH2:16][CH2:15][N:14]([C@H:11]2[CH2:10][CH2:9][C@H:8]([NH2:7])[CH2:13][CH2:12]2)[CH2:19][CH2:18]1. The catalyst class is: 363. (7) Reactant: [CH:1]1[C:10]2[C:5](=[CH:6][CH:7]=[CH:8][CH:9]=2)[CH:4]=[C:3]([C:11]([OH:13])=O)[N:2]=1.CN(C(ON1N=NC2C=CC=CC1=2)=[N+](C)C)C.F[P-](F)(F)(F)(F)F.CCN(C(C)C)C(C)C.[CH2:47]([O:49][C:50]([C:52]1[C:60]2[N:59]=[C:58]([NH2:61])[NH:57][C:56]=2[CH:55]=[C:54]([S:62]([CH2:65][CH3:66])(=[O:64])=[O:63])[CH:53]=1)=[O:51])[CH3:48]. Product: [CH2:47]([O:49][C:50]([C:52]1[C:60]2[NH:59][C:58]([NH:61][C:11]([C:3]3[N:2]=[CH:1][C:10]4[C:5]([CH:4]=3)=[CH:6][CH:7]=[CH:8][CH:9]=4)=[O:13])=[N:57][C:56]=2[CH:55]=[C:54]([S:62]([CH2:65][CH3:66])(=[O:64])=[O:63])[CH:53]=1)=[O:51])[CH3:48]. The catalyst class is: 3. (8) Reactant: [N+:1]([C:4]1[CH:9]=[CH:8][C:7]([N:10]2[CH2:15][CH2:14][NH:13][CH2:12][CH2:11]2)=[CH:6][CH:5]=1)([O-:3])=[O:2].Cl[C:17]1[CH:22]=[CH:21][CH:20]=[CH:19][N:18]=1. Product: [N+:1]([C:4]1[CH:5]=[CH:6][C:7]([N:10]2[CH2:15][CH2:14][N:13]([C:17]3[CH:22]=[CH:21][CH:20]=[CH:19][N:18]=3)[CH2:12][CH2:11]2)=[CH:8][CH:9]=1)([O-:3])=[O:2]. The catalyst class is: 16. (9) Reactant: [C:1]1([C:7]2([C:10]([OH:12])=O)[CH2:9][CH2:8]2)[CH:6]=[CH:5][CH:4]=[CH:3][CH:2]=1.CN(C(ON1N=NC2C=CC=CC1=2)=[N+](C)C)C.[B-](F)(F)(F)F.CCN(C(C)C)C(C)C.[NH2:44][S:45]([CH:48]1[CH2:53][CH2:52][N:51]([C:54]2[C:64]([C:65]#[N:66])=[CH:63][C:57]([C:58]([O:60][CH2:61][CH3:62])=[O:59])=[C:56]([CH3:67])[N:55]=2)[CH2:50][CH2:49]1)(=[O:47])=[O:46].C([O-])(O)=O.[Na+]. Product: [C:65]([C:64]1[C:54]([N:51]2[CH2:50][CH2:49][CH:48]([S:45]([NH:44][C:10]([C:7]3([C:1]4[CH:2]=[CH:3][CH:4]=[CH:5][CH:6]=4)[CH2:8][CH2:9]3)=[O:12])(=[O:46])=[O:47])[CH2:53][CH2:52]2)=[N:55][C:56]([CH3:67])=[C:57]([CH:63]=1)[C:58]([O:60][CH2:61][CH3:62])=[O:59])#[N:66]. The catalyst class is: 64. (10) Reactant: [C:1]1([C:7]2([C:13]([OH:15])=O)[CH2:12][CH2:11][CH2:10][CH2:9][CH2:8]2)[CH:6]=[CH:5][CH:4]=[CH:3][CH:2]=1.CCN=C=NCCCN(C)C.C1C=CC2N(O)N=NC=2C=1.C(N(CC)C(C)C)(C)C.O/[N:47]=[C:48](/[NH2:55])\[C:49]1[CH:54]=[CH:53][CH:52]=[CH:51][CH:50]=1. Product: [C:49]1([C:48]2[N:55]=[C:13]([C:7]3([C:1]4[CH:2]=[CH:3][CH:4]=[CH:5][CH:6]=4)[CH2:8][CH2:9][CH2:10][CH2:11][CH2:12]3)[O:15][N:47]=2)[CH:54]=[CH:53][CH:52]=[CH:51][CH:50]=1. The catalyst class is: 3.